This data is from Peptide-MHC class I binding affinity with 185,985 pairs from IEDB/IMGT. The task is: Regression. Given a peptide amino acid sequence and an MHC pseudo amino acid sequence, predict their binding affinity value. This is MHC class I binding data. (1) The peptide sequence is GLGGDASAY. The MHC is HLA-B15:01 with pseudo-sequence HLA-B15:01. The binding affinity (normalized) is 0.473. (2) The peptide sequence is YYLEKANKI. The MHC is HLA-A69:01 with pseudo-sequence HLA-A69:01. The binding affinity (normalized) is 0.0847. (3) The peptide sequence is VYCKTVLEL. The MHC is HLA-A24:02 with pseudo-sequence HLA-A24:02. The binding affinity (normalized) is 0.706. (4) The peptide sequence is EAEPPFGDSY. The MHC is HLA-A26:01 with pseudo-sequence HLA-A26:01. The binding affinity (normalized) is 0.337. (5) The peptide sequence is YFPREGVFVF. The MHC is Patr-A0701 with pseudo-sequence Patr-A0701. The binding affinity (normalized) is 0.298. (6) The MHC is H-2-Db with pseudo-sequence H-2-Db. The binding affinity (normalized) is 0. The peptide sequence is YTMKYPNL. (7) The peptide sequence is SVSAKQLRTR. The MHC is HLA-A03:01 with pseudo-sequence HLA-A03:01. The binding affinity (normalized) is 0.526. (8) The peptide sequence is SFFGPIGKLI. The MHC is HLA-A02:02 with pseudo-sequence HLA-A02:02. The binding affinity (normalized) is 0.145. (9) The peptide sequence is GVFVLGFLGF. The MHC is Mamu-A01 with pseudo-sequence Mamu-A01. The binding affinity (normalized) is 0.0388.